From a dataset of Reaction yield outcomes from USPTO patents with 853,638 reactions. Predict the reaction yield, written as a fraction of the theoretical maximum amount of product (1.0 means a 100% yield; for example, 0.34 means a 34% yield). The product is [CH2:5]=[C:4]1[CH2:17][CH2:16][N:15]([C:12]2[CH:11]=[CH:10][C:9]([N+:6]([O-:8])=[O:7])=[CH:14][CH:13]=2)[CH2:2][CH2:3]1. The catalyst is [Br-].C[P+](C1C=CC=CC=1)(C1C=CC=CC=1)C1C=CC=CC=1.C1COCC1. The yield is 0.610. The reactants are [Li][CH2:2][CH2:3][CH2:4][CH3:5].[N+:6]([C:9]1[CH:14]=[CH:13][C:12]([N:15]2CCC(=O)[CH2:17][CH2:16]2)=[CH:11][CH:10]=1)([O-:8])=[O:7].